Predict the product of the given reaction. From a dataset of Forward reaction prediction with 1.9M reactions from USPTO patents (1976-2016). (1) The product is: [CH:18]([N:17]1[C:11]2[CH:10]=[C:9]([NH:8][C:6]3[CH:5]=[CH:4][N:3]=[C:2]([N:21]4[CH2:26][CH2:25][O:24][CH2:23][CH2:22]4)[N:7]=3)[N:14]=[CH:13][C:12]=2[N:15]=[CH:16]1)([CH3:20])[CH3:19]. Given the reactants Cl[C:2]1[N:7]=[C:6]([NH:8][C:9]2[N:14]=[CH:13][C:12]3[N:15]=[CH:16][N:17]([CH:18]([CH3:20])[CH3:19])[C:11]=3[CH:10]=2)[CH:5]=[CH:4][N:3]=1.[NH:21]1[CH2:26][CH2:25][O:24][CH2:23][CH2:22]1.CCN(C(C)C)C(C)C.O, predict the reaction product. (2) The product is: [F:1][C:2]1[CH:7]=[CH:6][C:5]([C:8]2[CH:13]=[CH:12][C:11]([N:14]3[CH2:19][CH2:18][N:17]([C:20]([C@@H:22]([CH2:23][CH:24]([CH3:26])[CH3:25])[C@H:27]([OH:31])[C:28]([NH:36][OH:37])=[O:34])=[O:21])[C@H:16]([CH3:35])[CH2:15]3)=[CH:10][CH:9]=2)=[CH:4][CH:3]=1. Given the reactants [F:1][C:2]1[CH:7]=[CH:6][C:5]([C:8]2[CH:13]=[CH:12][C:11]([N:14]3[CH2:19][CH2:18][N:17]([C:20]([C@H:22]([C@@H:27]4[O:31]C(C)(C)O[C:28]4=[O:34])[CH2:23][CH:24]([CH3:26])[CH3:25])=[O:21])[C@H:16]([CH3:35])[CH2:15]3)=[CH:10][CH:9]=2)=[CH:4][CH:3]=1.[NH2:36][OH:37], predict the reaction product. (3) Given the reactants [H-].[Li+].[Cl:3][C:4]1[CH:5]=[C:6]([C:11](=[O:16])[C:12]([F:15])([F:14])[F:13])[CH:7]=[C:8]([Cl:10])[CH:9]=1.[Br:17][C:18]1[S:22][C:21]([C:23](=[O:25])[CH3:24])=[CH:20][C:19]=1[CH3:26].CC(OC)(C)C, predict the reaction product. The product is: [Br:17][C:18]1[S:22][C:21]([C:23](=[O:25])[CH2:24][C:11]([C:6]2[CH:5]=[C:4]([Cl:3])[CH:9]=[C:8]([Cl:10])[CH:7]=2)([OH:16])[C:12]([F:13])([F:14])[F:15])=[CH:20][C:19]=1[CH3:26]. (4) Given the reactants [N+:1]([C:4]1[C:8]2[N:9]=[C:10]([C:14]3[CH:19]=[CH:18][N:17]=[CH:16][CH:15]=3)[N:11]=[C:12]([OH:13])[C:7]=2[S:6][CH:5]=1)([O-])=O, predict the reaction product. The product is: [NH2:1][C:4]1[C:8]2[N:9]=[C:10]([C:14]3[CH:19]=[CH:18][N:17]=[CH:16][CH:15]=3)[N:11]=[C:12]([OH:13])[C:7]=2[S:6][CH:5]=1.